Dataset: NCI-60 drug combinations with 297,098 pairs across 59 cell lines. Task: Regression. Given two drug SMILES strings and cell line genomic features, predict the synergy score measuring deviation from expected non-interaction effect. Drug 1: C(=O)(N)NO. Drug 2: C1C(C(OC1N2C=NC3=C2NC=NCC3O)CO)O. Cell line: HL-60(TB). Synergy scores: CSS=29.0, Synergy_ZIP=-3.21, Synergy_Bliss=0.891, Synergy_Loewe=0.140, Synergy_HSA=0.798.